The task is: Predict the product of the given reaction.. This data is from Forward reaction prediction with 1.9M reactions from USPTO patents (1976-2016). (1) The product is: [CH2:17]([O:19][C:20](=[O:23])[CH2:21][N:22]1[C:33]2[CH2:34][CH2:35][CH2:36][C:37](=[O:38])[C:32]=2[CH:31]=[C:30]1[CH3:40])[CH3:18]. Given the reactants [OH-].[K+].C1(=O)CCCC(=O)C1.ClCC(=O)C.Cl.[CH2:17]([O:19][C:20](=[O:23])[CH2:21][NH2:22])[CH3:18].C([O-])(=O)C.[Na+].O=[C:30]([CH3:40])[CH2:31][CH:32]1[C:37](=[O:38])[CH2:36][CH2:35][CH2:34][C:33]1=O, predict the reaction product. (2) Given the reactants Br[C:2]1[N:7]=[N:6][C:5]([NH2:8])=[N:4][C:3]=1[C:9]1[CH:14]=[CH:13][C:12]([F:15])=[CH:11][CH:10]=1.[CH3:16][CH:17]1[O:22][CH:21]([CH3:23])[CH2:20][NH:19][CH2:18]1, predict the reaction product. The product is: [CH3:23][CH:21]1[O:22][CH:17]([CH3:16])[CH2:18][N:19]([C:2]2[N:7]=[N:6][C:5]([NH2:8])=[N:4][C:3]=2[C:9]2[CH:14]=[CH:13][C:12]([F:15])=[CH:11][CH:10]=2)[CH2:20]1. (3) Given the reactants C1COCC1.[H-].[Na+].[CH3:8][C:9]1[CH:10]=[C:11]([CH:14]=[C:15]([CH3:27])[C:16]=1[O:17][C:18]1[CH:23]=[CH:22][C:21]([N+:24]([O-:26])=[O:25])=[CH:20][N:19]=1)[CH:12]=O.[CH3:28][CH2:29][O:30][C:31]([CH3:33])=[O:32], predict the reaction product. The product is: [CH3:8][C:9]1[CH:10]=[C:11](/[CH:12]=[CH:33]/[C:31]([O:30][CH2:29][CH3:28])=[O:32])[CH:14]=[C:15]([CH3:27])[C:16]=1[O:17][C:18]1[CH:23]=[CH:22][C:21]([N+:24]([O-:26])=[O:25])=[CH:20][N:19]=1. (4) Given the reactants ClCCCCS(N)(=O)=O.C1CNS(=O)(=O)CC1.C([O:21][CH2:22][CH2:23][CH2:24][CH2:25]Cl)(=O)C.[S:27]([O-:30])([O-:29])=[O:28].[Na+:31].[Na+].Cl, predict the reaction product. The product is: [OH:21][CH2:22][CH2:23][CH2:24][CH2:25][S:27]([O-:30])(=[O:29])=[O:28].[Na+:31].